Dataset: Full USPTO retrosynthesis dataset with 1.9M reactions from patents (1976-2016). Task: Predict the reactants needed to synthesize the given product. Given the product [CH2:1]([O:3][C:4]([C:5]1[C:35]([C:32]2[CH:31]=[C:30]([CH3:38])[C:29]([OH:28])=[C:26]([CH3:27])[CH:33]=2)=[C:36]([CH3:37])[N:7]2[CH2:8][C:9]([CH3:21])([CH3:20])[C:10]3[C:15](=[CH:14][C:13]([O:16][CH3:17])=[C:12]([O:18][CH3:19])[CH:11]=3)[C:6]=12)=[O:22])[CH3:2], predict the reactants needed to synthesize it. The reactants are: [CH2:1]([O:3][C:4](=[O:22])[CH:5]=[C:6]1[C:15]2[C:10](=[CH:11][C:12]([O:18][CH3:19])=[C:13]([O:16][CH3:17])[CH:14]=2)[C:9]([CH3:21])([CH3:20])[CH2:8][NH:7]1)[CH3:2].[N+]([CH2:26][CH3:27])([O-])=O.[OH:28][C:29]1[C:36]([CH3:37])=[CH:35][C:32]([CH:33]=O)=[CH:31][C:30]=1[CH3:38].